This data is from Reaction yield outcomes from USPTO patents with 853,638 reactions. The task is: Predict the reaction yield, written as a fraction of the theoretical maximum amount of product (1.0 means a 100% yield; for example, 0.34 means a 34% yield). (1) The product is [CH2:23]([O:22][C:20](=[O:21])[C:19]([O:17][C:12]1[CH:11]=[CH:10][C:9]([O:8][CH2:1][C:2]2[CH:3]=[CH:4][CH:5]=[CH:6][CH:7]=2)=[CH:16][C:13]=1[CH:14]=[O:15])([CH3:26])[CH3:25])[CH3:24]. The catalyst is CN(C=O)C. The reactants are [CH2:1]([O:8][C:9]1[CH:10]=[CH:11][C:12]([OH:17])=[C:13]([CH:16]=1)[CH:14]=[O:15])[C:2]1[CH:7]=[CH:6][CH:5]=[CH:4][CH:3]=1.Br[C:19]([CH3:26])([CH3:25])[C:20]([O:22][CH2:23][CH3:24])=[O:21].C(=O)([O-])[O-].[Cs+].[Cs+]. The yield is 0.890. (2) The reactants are [F:1][C:2]1[CH:3]=[C:4]([CH:54]=[C:55]([F:57])[CH:56]=1)[C:5]([C:7]1[CH:8]=[C:9]2[C:13](=[CH:14][CH:15]=1)[N:12](C(C1C=CC=CC=1)(C1C=CC=CC=1)C1C=CC=CC=1)[N:11]=[C:10]2[NH:35][C:36](=[O:53])[C:37]1[CH:42]=[CH:41][C:40]([N:43]2[CH2:48][CH2:47][N:46]([CH3:49])[CH2:45][CH2:44]2)=[CH:39][C:38]=1[N+:50]([O-:52])=[O:51])=[O:6].FC(F)(F)C(O)=O. The catalyst is ClCCl. The product is [F:1][C:2]1[CH:3]=[C:4]([CH:54]=[C:55]([F:57])[CH:56]=1)[C:5]([C:7]1[CH:8]=[C:9]2[C:13](=[CH:14][CH:15]=1)[NH:12][N:11]=[C:10]2[NH:35][C:36](=[O:53])[C:37]1[CH:42]=[CH:41][C:40]([N:43]2[CH2:44][CH2:45][N:46]([CH3:49])[CH2:47][CH2:48]2)=[CH:39][C:38]=1[N+:50]([O-:52])=[O:51])=[O:6]. The yield is 0.780.